This data is from Full USPTO retrosynthesis dataset with 1.9M reactions from patents (1976-2016). The task is: Predict the reactants needed to synthesize the given product. Given the product [CH3:1][C:2]1[CH:7]=[CH:6][C:5]([CH:8]([OH:10])[CH3:9])=[CH:4][C:3]=1[N+:11]([O-:13])=[O:12], predict the reactants needed to synthesize it. The reactants are: [CH3:1][C:2]1[CH:7]=[CH:6][C:5]([C:8](=[O:10])[CH3:9])=[CH:4][C:3]=1[N+:11]([O-:13])=[O:12].[BH4-].[Na+].Cl.O.